Dataset: Reaction yield outcomes from USPTO patents with 853,638 reactions. Task: Predict the reaction yield, written as a fraction of the theoretical maximum amount of product (1.0 means a 100% yield; for example, 0.34 means a 34% yield). The reactants are Cl[C:2]1[C:11]2[C:6](=[CH:7][CH:8]=[CH:9][CH:10]=2)[N:5]=[C:4]([C:12]([C:14]2[CH:19]=[CH:18][C:17]([F:20])=[CH:16][CH:15]=2)=[O:13])[N:3]=1.C(N(C(C)C)CC)(C)C.[CH3:30][C:31]1[NH:35][N:34]=[C:33]([NH2:36])[CH:32]=1.O. The catalyst is CN(C=O)C. The product is [F:20][C:17]1[CH:18]=[CH:19][C:14]([C:12]([C:4]2[N:3]=[C:2]([NH:36][C:33]3[CH:32]=[C:31]([CH3:30])[NH:35][N:34]=3)[C:11]3[C:6](=[CH:7][CH:8]=[CH:9][CH:10]=3)[N:5]=2)=[O:13])=[CH:15][CH:16]=1. The yield is 0.290.